Dataset: NCI-60 drug combinations with 297,098 pairs across 59 cell lines. Task: Regression. Given two drug SMILES strings and cell line genomic features, predict the synergy score measuring deviation from expected non-interaction effect. (1) Drug 1: CC1=C(C=C(C=C1)NC2=NC=CC(=N2)N(C)C3=CC4=NN(C(=C4C=C3)C)C)S(=O)(=O)N.Cl. Drug 2: C1=CC=C(C=C1)NC(=O)CCCCCCC(=O)NO. Cell line: SW-620. Synergy scores: CSS=4.64, Synergy_ZIP=0.228, Synergy_Bliss=-2.39, Synergy_Loewe=-23.9, Synergy_HSA=-11.9. (2) Drug 1: CC1=C(C=C(C=C1)C(=O)NC2=CC(=CC(=C2)C(F)(F)F)N3C=C(N=C3)C)NC4=NC=CC(=N4)C5=CN=CC=C5. Drug 2: C#CCC(CC1=CN=C2C(=N1)C(=NC(=N2)N)N)C3=CC=C(C=C3)C(=O)NC(CCC(=O)O)C(=O)O. Cell line: NCI-H460. Synergy scores: CSS=74.4, Synergy_ZIP=2.75, Synergy_Bliss=1.07, Synergy_Loewe=-16.6, Synergy_HSA=1.35. (3) Drug 1: CN1CCC(CC1)COC2=C(C=C3C(=C2)N=CN=C3NC4=C(C=C(C=C4)Br)F)OC. Drug 2: B(C(CC(C)C)NC(=O)C(CC1=CC=CC=C1)NC(=O)C2=NC=CN=C2)(O)O. Cell line: RXF 393. Synergy scores: CSS=0.551, Synergy_ZIP=-3.89, Synergy_Bliss=-2.17, Synergy_Loewe=-1.42, Synergy_HSA=-1.31.